This data is from Full USPTO retrosynthesis dataset with 1.9M reactions from patents (1976-2016). The task is: Predict the reactants needed to synthesize the given product. Given the product [CH:7]1([CH:12]([NH:16][C:17](=[O:18])[O:19][CH3:20])[C:13]([N:2]2[CH2:5][CH:4]([OH:6])[CH2:3]2)=[O:14])[CH2:8][CH2:9][CH2:10][CH2:11]1, predict the reactants needed to synthesize it. The reactants are: Cl.[NH:2]1[CH2:5][CH:4]([OH:6])[CH2:3]1.[CH:7]1([CH:12]([NH:16][C:17]([O:19][CH3:20])=[O:18])[C:13](O)=[O:14])[CH2:11][CH2:10][CH2:9][CH2:8]1.CCN(C(C)C)C(C)C.OS([O-])(=O)=O.[K+].